From a dataset of Retrosynthesis with 50K atom-mapped reactions and 10 reaction types from USPTO. Predict the reactants needed to synthesize the given product. (1) Given the product O=C1CN(c2ccc(-c3ccc(Cc4nc(-c5ccc(Cl)cc5Cl)cn4-c4ccc(N5CC(=O)NS5(=O)=O)cc4)cc3)cc2)CCN1, predict the reactants needed to synthesize it. The reactants are: O=C1CN(c2ccc(-n3cc(-c4ccc(Cl)cc4Cl)nc3Cc3ccc(-c4ccc(Br)cc4)cc3)cc2)S(=O)(=O)N1.O=C1CNCCN1. (2) Given the product CC(C)(C)OC(=O)N1CCC(Oc2ccc3ccccc3c2)CC1, predict the reactants needed to synthesize it. The reactants are: CC(C)(C)OC(=O)N1CCC(O)CC1.Oc1ccc2ccccc2c1. (3) Given the product CN(C)CCNC(=O)c1cccn2c(=O)c3ccc(Br)cc3nc12, predict the reactants needed to synthesize it. The reactants are: CN(C)CCN.O=C(O)c1cccn2c(=O)c3ccc(Br)cc3nc12.